This data is from Full USPTO retrosynthesis dataset with 1.9M reactions from patents (1976-2016). The task is: Predict the reactants needed to synthesize the given product. Given the product [CH3:1][O:2][C:3]1[CH:4]=[C:5]([N:11]([CH3:26])[C:12]2[C:21]3[C:16](=[CH:17][CH:18]=[C:19]([NH2:22])[CH:20]=3)[N:15]=[C:14]([CH3:25])[N:13]=2)[CH:6]=[CH:7][C:8]=1[O:9][CH3:10], predict the reactants needed to synthesize it. The reactants are: [CH3:1][O:2][C:3]1[CH:4]=[C:5]([N:11]([CH3:26])[C:12]2[C:21]3[C:16](=[CH:17][CH:18]=[C:19]([N+:22]([O-])=O)[CH:20]=3)[N:15]=[C:14]([CH3:25])[N:13]=2)[CH:6]=[CH:7][C:8]=1[O:9][CH3:10].ClC1C2C(=CC=C([N+]([O-])=O)C=2)N=C(C)N=1.COC1C=C(NC)C=CC=1OC.